From a dataset of Reaction yield outcomes from USPTO patents with 853,638 reactions. Predict the reaction yield, written as a fraction of the theoretical maximum amount of product (1.0 means a 100% yield; for example, 0.34 means a 34% yield). (1) The reactants are [NH2:1][C:2]1[CH:9]=[CH:8][CH:7]=[C:6]([O:10][CH2:11][C@H:12]2[CH2:17][CH2:16][CH2:15][N:14]([C:18](=[O:23])[CH2:19][CH:20]([CH3:22])[CH3:21])[CH2:13]2)[C:3]=1[C:4]#[N:5].[S:24](Cl)(=[O:27])(=[O:26])[NH2:25].O. The catalyst is CC(N(C)C)=O. The product is [S:24]([NH:1][C:2]1[CH:9]=[CH:8][CH:7]=[C:6]([O:10][CH2:11][C@H:12]2[CH2:17][CH2:16][CH2:15][N:14]([C:18](=[O:23])[CH2:19][CH:20]([CH3:21])[CH3:22])[CH2:13]2)[C:3]=1[C:4]#[N:5])(=[O:27])(=[O:26])[NH2:25]. The yield is 0.870. (2) The reactants are [O:1]1[CH2:6][CH2:5][O:4][C:3]2[CH:7]=[C:8]([OH:11])[CH:9]=[CH:10][C:2]1=2.C([O-])([O-])=O.[Cs+].[Cs+].Cl[C:19]1[N:24]=[CH:23][N:22]=[C:21]([NH:25][C:26]2[CH:31]=[CH:30][CH:29]=[C:28]([NH2:32])[N:27]=2)[CH:20]=1.O. The catalyst is CN1C(=O)CCC1.[Cu]I. The product is [O:1]1[CH2:6][CH2:5][O:4][C:3]2[CH:7]=[C:8]([O:11][C:19]3[N:24]=[CH:23][N:22]=[C:21]([NH:25][C:26]4[CH:31]=[CH:30][CH:29]=[C:28]([NH2:32])[N:27]=4)[CH:20]=3)[CH:9]=[CH:10][C:2]1=2. The yield is 0.290.